From a dataset of Reaction yield outcomes from USPTO patents with 853,638 reactions. Predict the reaction yield, written as a fraction of the theoretical maximum amount of product (1.0 means a 100% yield; for example, 0.34 means a 34% yield). (1) The reactants are [Li+].C[Si]([N-][Si](C)(C)C)(C)C.[CH3:11][N:12]([C:21](=[O:24])[CH2:22][CH3:23])[N:13]=[C:14]([C:18]([O-:20])=O)[C:15]([O-:17])=[O:16].O. The catalyst is C1COCC1. The product is [OH:20][C:18]1[C:14]([C:15]([OH:17])=[O:16])=[N:13][N:12]([CH3:11])[C:21](=[O:24])[C:22]=1[CH3:23]. The yield is 0.470. (2) The reactants are Cl[C:2]1[C:11]2[C:6](=[CH:7][CH:8]=[C:9]([Cl:12])[N:10]=2)[N:5]=[CH:4][C:3]=1[C:13](=[O:15])[CH3:14].[N:16]1([CH2:21][CH2:22][CH:23]2[CH2:28][CH2:27][NH:26][CH2:25][CH2:24]2)[CH2:20][CH2:19][CH2:18][CH2:17]1. No catalyst specified. The product is [Cl:12][C:9]1[N:10]=[C:11]2[C:6](=[CH:7][CH:8]=1)[N:5]=[CH:4][C:3]([C:13](=[O:15])[CH3:14])=[C:2]2[N:26]1[CH2:25][CH2:24][CH:23]([CH2:22][CH2:21][N:16]2[CH2:20][CH2:19][CH2:18][CH2:17]2)[CH2:28][CH2:27]1. The yield is 0.470. (3) The reactants are [Cl:1][C:2]1[CH:3]=[C:4]([NH:17][C:18]2[C:27]3[C:22](=[CH:23][CH:24]=[C:25]([C:28]4[O:29][C:30]([CH:33]=O)=[CH:31][CH:32]=4)[CH:26]=3)[N:21]=[CH:20][N:19]=2)[CH:5]=[CH:6][C:7]=1[O:8][CH2:9][C:10]1[CH:15]=[CH:14][CH:13]=[C:12]([F:16])[CH:11]=1.[Cl:35][C:36]1[CH:37]=[C:38]([CH2:43][CH2:44][NH2:45])[CH:39]=[C:40]([F:42])[CH:41]=1.C(O[BH-](OC(=O)C)OC(=O)C)(=O)C.[Na+].C(=O)([O-])[O-].[Na+].[Na+]. The catalyst is O1CCCC1. The product is [Cl:1][C:2]1[CH:3]=[C:4]([NH:17][C:18]2[C:27]3[C:22](=[CH:23][CH:24]=[C:25]([C:28]4[O:29][C:30]([CH2:33][NH:45][CH2:44][CH2:43][C:38]5[CH:39]=[C:40]([F:42])[CH:41]=[C:36]([Cl:35])[CH:37]=5)=[CH:31][CH:32]=4)[CH:26]=3)[N:21]=[CH:20][N:19]=2)[CH:5]=[CH:6][C:7]=1[O:8][CH2:9][C:10]1[CH:15]=[CH:14][CH:13]=[C:12]([F:16])[CH:11]=1. The yield is 0.666. (4) The reactants are [F:1][C:2]([F:15])([F:14])[C:3]1[CH:12]=[N:11][C:10]2[C:9](=O)[NH:8][CH:7]=[N:6][C:5]=2[CH:4]=1.C1(C)C=CC=CC=1.CCN(C(C)C)C(C)C.O=P(Cl)(Cl)[Cl:34]. The catalyst is CCOC(C)=O.O. The product is [Cl:34][C:9]1[C:10]2[N:11]=[CH:12][C:3]([C:2]([F:15])([F:14])[F:1])=[CH:4][C:5]=2[N:6]=[CH:7][N:8]=1. The yield is 0.960. (5) The reactants are [C:1]([C:5]1[CH:6]=[C:7]([CH:15]2[CH2:19][C:18]([C:20]3[CH:25]=[CH:24][C:23]([C:26]([O:28][CH3:29])=[O:27])=[CH:22][CH:21]=3)=[N:17][N:16]2[C:30]2[CH:38]=[CH:37][C:33]([C:34]([OH:36])=[O:35])=[CH:32][CH:31]=2)[CH:8]=[C:9]([C:11]([CH3:14])([CH3:13])[CH3:12])[CH:10]=1)([CH3:4])([CH3:3])[CH3:2].C(O)(=O)C. The catalyst is ClCCCl.[O-2].[Mn+4].[O-2]. The product is [C:1]([C:5]1[CH:6]=[C:7]([C:15]2[N:16]([C:30]3[CH:38]=[CH:37][C:33]([C:34]([OH:36])=[O:35])=[CH:32][CH:31]=3)[N:17]=[C:18]([C:20]3[CH:25]=[CH:24][C:23]([C:26]([O:28][CH3:29])=[O:27])=[CH:22][CH:21]=3)[CH:19]=2)[CH:8]=[C:9]([C:11]([CH3:14])([CH3:13])[CH3:12])[CH:10]=1)([CH3:2])([CH3:3])[CH3:4]. The yield is 0.990. (6) The reactants are [CH3:1][O:2][CH2:3][CH2:4][O:5][C:6]1[CH:11]=[CH:10][C:9](/[CH:12]=[CH:13]/[C:14]([O:16][CH2:17][CH3:18])=[O:15])=[C:8](OS(C(F)(F)F)(=O)=O)[CH:7]=1.[NH2:27][C:28]1[CH:33]=[CH:32][C:31]([C:34]([F:37])([F:36])[F:35])=[CH:30][CH:29]=1.C1(P(C2C=CC=CC=2)C2C=CC3C(=CC=CC=3)C=2C2C3C(=CC=CC=3)C=CC=2P(C2C=CC=CC=2)C2C=CC=CC=2)C=CC=CC=1.C(=O)([O-])[O-].[Cs+].[Cs+]. The catalyst is O1CCCC1.C([O-])(=O)C.[Pd+2].C([O-])(=O)C.O. The product is [CH3:1][O:2][CH2:3][CH2:4][O:5][C:6]1[CH:11]=[CH:10][C:9](/[CH:12]=[CH:13]/[C:14]([O:16][CH2:17][CH3:18])=[O:15])=[C:8]([NH:27][C:28]2[CH:33]=[CH:32][C:31]([C:34]([F:35])([F:36])[F:37])=[CH:30][CH:29]=2)[CH:7]=1. The yield is 0.650. (7) The reactants are [CH3:1][O:2][C:3](=[O:15])[C:4]1[CH:9]=[CH:8][C:7]([CH2:10][NH:11][CH:12]=[O:13])=[N:6][C:5]=1Cl.P([O-])([O-])([O-])=O.[K+].[K+].[K+].[F:24][C:25]1[CH:30]=[C:29]([S:31][CH3:32])[CH:28]=[CH:27][C:26]=1[NH2:33].C1(P(C2CCCCC2)C2C=CC=CC=2C2C(OC(C)C)=CC=CC=2OC(C)C)CCCCC1. The catalyst is C1(C)C=CC=CC=1.C1C=CC(/C=C/C(/C=C/C2C=CC=CC=2)=O)=CC=1.C1C=CC(/C=C/C(/C=C/C2C=CC=CC=2)=O)=CC=1.C1C=CC(/C=C/C(/C=C/C2C=CC=CC=2)=O)=CC=1.[Pd].[Pd]. The product is [CH3:1][O:2][C:3](=[O:15])[C:4]1[CH:9]=[CH:8][C:7]([CH2:10][NH:11][CH:12]=[O:13])=[N:6][C:5]=1[NH:33][C:26]1[CH:27]=[CH:28][C:29]([S:31][CH3:32])=[CH:30][C:25]=1[F:24]. The yield is 0.230. (8) The reactants are FC(F)(F)S(O[C:7]1[CH:12]=[CH:11][C:10]([N:13]2[CH:18]=[C:17]([O:19][CH3:20])[C:16](=[O:21])[C:15]([C:22]3[N:26]([C:27]4[CH:32]=[CH:31][CH:30]=[CH:29][CH:28]=4)[N:25]=[CH:24][CH:23]=3)=[N:14]2)=[C:9]([F:33])[CH:8]=1)(=O)=O.C(P(C(C)(C)C)[C:41]1C=[CH:45][CH:44]=[CH:43][C:42]=1[C:43]1[CH:44]=[CH:45]C=[CH:41][CH:42]=1)(C)(C)C.C[N:58](C=O)C. The catalyst is C([O-])(O)=O.[Na+].[Cu]I.CC([O-])=O.CC([O-])=O.[Pd+2]. The product is [F:33][C:9]1[CH:8]=[C:7]([C:45]2[CH:44]=[CH:43][CH:42]=[CH:41][N:58]=2)[CH:12]=[CH:11][C:10]=1[N:13]1[CH:18]=[C:17]([O:19][CH3:20])[C:16](=[O:21])[C:15]([C:22]2[N:26]([C:27]3[CH:32]=[CH:31][CH:30]=[CH:29][CH:28]=3)[N:25]=[CH:24][CH:23]=2)=[N:14]1. The yield is 0.400. (9) The reactants are C(O[BH-](OC(=O)C)OC(=O)C)(=O)C.[Na+].FC(F)(F)C(O)=O.[NH2:22][C:23]1[C:24]([C:28]2[N:32]([C:33]3[CH:38]=[CH:37][C:36]([F:39])=[C:35]([Br:40])[CH:34]=3)[C:31](=[O:41])[O:30][N:29]=2)=[N:25][O:26][N:27]=1.[CH2:42]([N:45]([S:53]([N:56]([CH2:60][CH:61]=[CH2:62])[CH2:57][CH:58]=O)(=[O:55])=[O:54])[C:46](=[O:52])[O:47][C:48]([CH3:51])([CH3:50])[CH3:49])[CH:43]=[CH2:44].C(=O)([O-])[O-].[Na+].[Na+]. The catalyst is O1CCCC1. The product is [CH2:42]([N:45]([S:53](=[O:55])(=[O:54])[N:56]([CH2:60][CH:61]=[CH2:62])[CH2:57][CH2:58][NH:22][C:23]1[C:24]([C:28]2[N:32]([C:33]3[CH:38]=[CH:37][C:36]([F:39])=[C:35]([Br:40])[CH:34]=3)[C:31](=[O:41])[O:30][N:29]=2)=[N:25][O:26][N:27]=1)[C:46](=[O:52])[O:47][C:48]([CH3:49])([CH3:51])[CH3:50])[CH:43]=[CH2:44]. The yield is 0.742.